This data is from Forward reaction prediction with 1.9M reactions from USPTO patents (1976-2016). The task is: Predict the product of the given reaction. (1) The product is: [CH2:7]([N:14]1[CH2:15][CH:20]2[C:1](=[O:6])[CH2:2][CH2:3][CH:4]2[CH2:5]1)[C:8]1[CH:9]=[CH:10][CH:11]=[CH:12][CH:13]=1. Given the reactants [C:1]1(=[O:6])[CH2:5][CH2:4][CH:3]=[CH:2]1.[CH2:7]([NH:14][CH:15]([CH2:20]OC)[Si](C)(C)C)[C:8]1[CH:13]=[CH:12][CH:11]=[CH:10][CH:9]=1.FC(F)(F)C(O)=O, predict the reaction product. (2) Given the reactants CC1C=CC(S(O[CH2:12][C:13]2[N:18]=[C:17]([N:19]3[CH2:23][CH2:22][CH2:21][CH:20]3[C:24]3[O:28][N:27]=[C:26]([C:29]4[CH:34]=[CH:33][CH:32]=[CH:31][N:30]=4)[CH:25]=3)[N:16]=[C:15]([NH:35][CH:36]3[CH:40]=[C:39]([CH3:41])[NH:38][N:37]3S(C3C=CC(C)=CC=3)(=O)=O)[CH:14]=2)(=O)=O)=CC=1.[CH3:52][NH2:53].C1COCC1, predict the reaction product. The product is: [CH3:52][NH:53][CH2:12][C:13]1[N:18]=[C:17]([N:19]2[CH2:23][CH2:22][CH2:21][CH:20]2[C:24]2[O:28][N:27]=[C:26]([C:29]3[CH:34]=[CH:33][CH:32]=[CH:31][N:30]=3)[CH:25]=2)[N:16]=[C:15]([NH:35][C:36]2[CH:40]=[C:39]([CH3:41])[NH:38][N:37]=2)[CH:14]=1.